This data is from Reaction yield outcomes from USPTO patents with 853,638 reactions. The task is: Predict the reaction yield, written as a fraction of the theoretical maximum amount of product (1.0 means a 100% yield; for example, 0.34 means a 34% yield). The reactants are [CH3:1][C:2]([C:7]1[CH:12]=[CH:11][CH:10]=[CH:9][CH:8]=1)([CH3:6])[C:3]([OH:5])=O.S(Cl)(Cl)=O.[NH2:17][C:18]1[CH:23]=[CH:22][C:21]([N:24]2[C:30](=[O:31])[CH2:29][C:28](=[O:32])[NH:27][C:26]3[C:33]4[C:38]([CH:39]=[CH:40][C:25]2=3)=[CH:37][CH:36]=[CH:35][CH:34]=4)=[CH:20][CH:19]=1. No catalyst specified. The product is [CH3:6][C:2]([C:7]1[CH:12]=[CH:11][CH:10]=[CH:9][CH:8]=1)([CH3:1])[C:3]([NH:17][C:18]1[CH:23]=[CH:22][C:21]([N:24]2[C:30](=[O:31])[CH2:29][C:28](=[O:32])[NH:27][C:26]3[C:33]4[C:38]([CH:39]=[CH:40][C:25]2=3)=[CH:37][CH:36]=[CH:35][CH:34]=4)=[CH:20][CH:19]=1)=[O:5]. The yield is 0.500.